This data is from Forward reaction prediction with 1.9M reactions from USPTO patents (1976-2016). The task is: Predict the product of the given reaction. (1) The product is: [Br:12][C:13]1[CH:14]=[C:15]([O:9][C:3]2[CH:4]=[CH:5][C:6]([F:8])=[CH:7][C:2]=2[Br:1])[C:16]([C:19]#[N:20])=[N:17][CH:18]=1. Given the reactants [Br:1][C:2]1[CH:7]=[C:6]([F:8])[CH:5]=[CH:4][C:3]=1[OH:9].[H-].[Na+].[Br:12][C:13]1[CH:14]=[C:15]([N+]([O-])=O)[C:16]([C:19]#[N:20])=[N:17][CH:18]=1.[NH4+].[Cl-], predict the reaction product. (2) Given the reactants [H-].COCCO[Al+]OCCOC.[Na+].[H-].[CH2:15]([C:17]([C:28]1[CH:33]=[CH:32][C:31]([C:34]#[C:35][C:36]2([OH:42])[CH2:41][CH2:40][S:39][CH2:38][CH2:37]2)=[C:30]([CH3:43])[CH:29]=1)([C:20]1[CH:25]=[CH:24][C:23]([OH:26])=[C:22]([CH3:27])[CH:21]=1)[CH2:18][CH3:19])[CH3:16], predict the reaction product. The product is: [CH2:15]([C:17]([C:28]1[CH:33]=[CH:32][C:31](/[CH:34]=[CH:35]/[C:36]2([OH:42])[CH2:41][CH2:40][S:39][CH2:38][CH2:37]2)=[C:30]([CH3:43])[CH:29]=1)([C:20]1[CH:25]=[CH:24][C:23]([OH:26])=[C:22]([CH3:27])[CH:21]=1)[CH2:18][CH3:19])[CH3:16]. (3) Given the reactants [OH:1][CH:2]([C:26]1[CH:31]=[CH:30][C:29]([NH:32][C:33](=[O:38])[C:34]([CH3:37])([CH3:36])[CH3:35])=[CH:28][CH:27]=1)[C:3]1[CH:12]=[C:11]2[C:6]([N:7]=[CH:8][C:9]([CH:13]3[CH2:18][CH2:17][N:16]([C:19]([O:21][C:22]([CH3:25])([CH3:24])[CH3:23])=[O:20])[CH2:15][CH2:14]3)=[N:10]2)=[CH:5][CH:4]=1, predict the reaction product. The product is: [C:33]([NH:32][C:29]1[CH:30]=[CH:31][C:26]([C:2]([C:3]2[CH:12]=[C:11]3[C:6]([N:7]=[CH:8][C:9]([CH:13]4[CH2:14][CH2:15][N:16]([C:19]([O:21][C:22]([CH3:25])([CH3:24])[CH3:23])=[O:20])[CH2:17][CH2:18]4)=[N:10]3)=[CH:5][CH:4]=2)=[O:1])=[CH:27][CH:28]=1)(=[O:38])[C:34]([CH3:37])([CH3:36])[CH3:35]. (4) Given the reactants [OH:1][C:2]1[CH:7]=[C:6]([O:8][CH2:9][O:10][CH2:11][CH2:12][O:13][CH3:14])[CH:5]=[C:4]([O:15][CH2:16][O:17][CH2:18][CH2:19][O:20][CH3:21])[C:3]=1[C:22](=[O:24])[CH3:23].C(=O)([O-])[O-].[K+].[K+].[CH2:31](Br)[C:32]1[CH:37]=[CH:36][CH:35]=[CH:34][CH:33]=1, predict the reaction product. The product is: [CH2:31]([O:1][C:2]1[CH:7]=[C:6]([O:8][CH2:9][O:10][CH2:11][CH2:12][O:13][CH3:14])[CH:5]=[C:4]([O:15][CH2:16][O:17][CH2:18][CH2:19][O:20][CH3:21])[C:3]=1[C:22](=[O:24])[CH3:23])[C:32]1[CH:37]=[CH:36][CH:35]=[CH:34][CH:33]=1. (5) Given the reactants [NH2:1][CH2:2][CH:3]1[CH2:8][CH2:7][N:6]([C:9]([O:11][CH2:12][C:13]2[CH:18]=[CH:17][C:16]([CH3:19])=[CH:15][CH:14]=2)=[O:10])[CH2:5][CH2:4]1.Cl[C:21]1[CH:26]=[CH:25][N:24]=[C:23]([S:27][CH3:28])[N:22]=1, predict the reaction product. The product is: [CH3:28][S:27][C:23]1[N:24]=[C:25]([NH:1][CH2:2][CH:3]2[CH2:8][CH2:7][N:6]([C:9]([O:11][CH2:12][C:13]3[CH:14]=[CH:15][C:16]([CH3:19])=[CH:17][CH:18]=3)=[O:10])[CH2:5][CH2:4]2)[CH:26]=[CH:21][N:22]=1. (6) Given the reactants [Cl:1][C:2]1[CH:7]=[CH:6][C:5]([CH2:8][OH:9])=[CH:4][C:3]=1[CH2:10][CH2:11][OH:12], predict the reaction product. The product is: [Cl:1][C:2]1[CH:7]=[CH:6][C:5]([CH:8]=[O:9])=[CH:4][C:3]=1[CH2:10][CH2:11][OH:12]. (7) Given the reactants Cl[C:2]1[C:11]2[C:6](=[CH:7][CH:8]=[C:9]([CH3:12])[CH:10]=2)[N:5]=[C:4]([N:13]2[CH2:19][C:18]3[CH:20]=[CH:21][CH:22]=[CH:23][C:17]=3[S:16](=[O:25])(=[O:24])[CH2:15][CH2:14]2)[CH:3]=1.[CH3:26][C:27]([NH2:31])([CH3:30])[CH2:28][NH2:29], predict the reaction product. The product is: [O:24]=[S:16]1(=[O:25])[C:17]2[CH:23]=[CH:22][CH:21]=[CH:20][C:18]=2[CH2:19][N:13]([C:4]2[CH:3]=[C:2]([NH:31][C:27]([CH3:30])([CH3:26])[CH2:28][NH2:29])[C:11]3[C:6](=[CH:7][CH:8]=[C:9]([CH3:12])[CH:10]=3)[N:5]=2)[CH2:14][CH2:15]1.